Dataset: Full USPTO retrosynthesis dataset with 1.9M reactions from patents (1976-2016). Task: Predict the reactants needed to synthesize the given product. (1) Given the product [CH3:9][C:10]([O:13][C:14]([NH:7][CH:6]1[CH2:5][CH2:4][CH:3]([OH:8])[CH2:2][CH2:1]1)=[O:15])([CH3:12])[CH3:11], predict the reactants needed to synthesize it. The reactants are: [CH2:1]1[CH:6]([NH2:7])[CH2:5][CH2:4][CH:3]([OH:8])[CH2:2]1.[CH3:9][C:10]([O:13][C:14](O[C:14]([O:13][C:10]([CH3:12])([CH3:11])[CH3:9])=[O:15])=[O:15])([CH3:12])[CH3:11]. (2) Given the product [C:22]([O:21][C:20]([NH:19][C:4]1[CH:5]=[CH:6][C:7]([O:8][C:9]2[CH:14]=[CH:13][N:12]=[C:11]3[CH:15]=[C:16]([C:28]4[CH:33]=[CH:32][CH:31]=[CH:30][N+:29]=4[O-:34])[S:17][C:10]=23)=[C:2]([F:1])[CH:3]=1)=[O:26])([CH3:25])([CH3:24])[CH3:23], predict the reactants needed to synthesize it. The reactants are: [F:1][C:2]1[CH:3]=[C:4]([NH:19][C:20](=[O:26])[O:21][C:22]([CH3:25])([CH3:24])[CH3:23])[CH:5]=[CH:6][C:7]=1[O:8][C:9]1[CH:14]=[CH:13][N:12]=[C:11]2[CH:15]=[C:16](I)[S:17][C:10]=12.Br[C:28]1[CH:33]=[CH:32][CH:31]=[CH:30][N+:29]=1[O-:34]. (3) Given the product [CH:1]1([C:7]2[CH:8]=[C:9]([NH:19][C:20](=[O:27])[C:21]3[CH:26]=[CH:25][CH:24]=[CH:23][CH:22]=3)[CH:10]=[N:11][C:12]=2[O:13][CH2:14][C:15]([F:16])([F:17])[F:18])[CH2:2][CH2:3][CH2:4][CH2:5][CH2:6]1, predict the reactants needed to synthesize it. The reactants are: [CH:1]1([C:7]2[CH:8]=[C:9]([NH2:19])[CH:10]=[N:11][C:12]=2[O:13][CH2:14][C:15]([F:18])([F:17])[F:16])[CH2:6][CH2:5][CH2:4][CH2:3][CH2:2]1.[C:20](O)(=[O:27])[C:21]1[CH:26]=[CH:25][CH:24]=[CH:23][CH:22]=1. (4) Given the product [Cl:8][C:5]1[CH:4]=[C:3]2[C:2](=[CH:7][CH:6]=1)[C:26](=[O:27])[NH:10][CH:9]2[CH:11]1[CH2:13][CH2:12]1, predict the reactants needed to synthesize it. The reactants are: Br[C:2]1[CH:7]=[CH:6][C:5]([Cl:8])=[CH:4][C:3]=1[CH:9]([CH:11]1[CH2:13][CH2:12]1)[NH2:10].CCN(C(C)C)C(C)C.CN([CH:26]=[O:27])C.